Task: Predict the product of the given reaction.. Dataset: Forward reaction prediction with 1.9M reactions from USPTO patents (1976-2016) (1) Given the reactants N1(O[C:11]2[N:16]=[C:15]([NH:17][CH2:18][C:19]3[CH:24]=[CH:23][CH:22]=[C:21]([F:25])[CH:20]=3)[C:14]([C:26]([NH2:28])=[O:27])=[CH:13][N:12]=2)C2C=CC=CC=2N=N1.[NH2:29][C:30]1[CH:31]=[CH:32][C:33]([O:40][CH2:41][CH2:42][N:43]2[CH2:47][CH2:46][CH2:45][CH2:44]2)=[C:34]([NH:36][C:37](=[O:39])[CH3:38])[CH:35]=1.CC1C=CC(S(O)(=O)=O)=CC=1.O, predict the reaction product. The product is: [C:37]([NH:36][C:34]1[CH:35]=[C:30]([NH:29][C:11]2[N:16]=[C:15]([NH:17][CH2:18][C:19]3[CH:24]=[CH:23][CH:22]=[C:21]([F:25])[CH:20]=3)[C:14]([C:26]([NH2:28])=[O:27])=[CH:13][N:12]=2)[CH:31]=[CH:32][C:33]=1[O:40][CH2:41][CH2:42][N:43]1[CH2:44][CH2:45][CH2:46][CH2:47]1)(=[O:39])[CH3:38]. (2) Given the reactants [C:1]([C:11]1[CH:31]=[CH:30][C:14]([CH2:15][NH:16][CH2:17][C:18]2[CH:29]=[CH:28][C:21]([O:22][CH2:23][C:24]([O:26][CH3:27])=[O:25])=[CH:20][CH:19]=2)=[CH:13][CH:12]=1)#[C:2][CH2:3][CH2:4][CH2:5][CH2:6][CH2:7][CH2:8][CH2:9][CH3:10].[C:32](Cl)(=[O:38])[CH2:33][CH2:34][CH2:35][CH2:36][CH3:37], predict the reaction product. The product is: [C:1]([C:11]1[CH:31]=[CH:30][C:14]([CH2:15][N:16]([CH2:17][C:18]2[CH:29]=[CH:28][C:21]([O:22][CH2:23][C:24]([O:26][CH3:27])=[O:25])=[CH:20][CH:19]=2)[C:32](=[O:38])[CH2:33][CH2:34][CH2:35][CH2:36][CH3:37])=[CH:13][CH:12]=1)#[C:2][CH2:3][CH2:4][CH2:5][CH2:6][CH2:7][CH2:8][CH2:9][CH3:10]. (3) Given the reactants [CH:1]1[C:6]([C@H:7]2[O:17][C:16]3[CH:15]=[C:14]([OH:18])[CH:13]=[C:12]([OH:19])[C:11]=3[C:9](=O)[C@@H:8]2[OH:20])=[CH:5][C:4]([OH:21])=[C:3]([OH:22])[CH:2]=1.[BH4-].[Na+].[CH2:25]1[C:34]2[C:29](=[CH:30][C:31]([OH:36])=[CH:32][C:33]=2[OH:35])[O:28][C@H:27]([C:37]2[CH:42]=[CH:41][C:40]([OH:43])=[C:39]([OH:44])[CH:38]=2)[C@H:26]1[OH:45].Cl, predict the reaction product. The product is: [CH2:25]1[C:34]2[C:33]([OH:35])=[CH:32][C:31]([OH:36])=[C:30]([C@@H:9]3[C:11]4[C:16](=[CH:15][C:14]([OH:18])=[CH:13][C:12]=4[OH:19])[O:17][C@H:7]([C:6]4[CH:1]=[CH:2][C:3]([OH:22])=[C:4]([OH:21])[CH:5]=4)[C@H:8]3[OH:20])[C:29]=2[O:28][C@H:27]([C:37]2[CH:42]=[CH:41][C:40]([OH:43])=[C:39]([OH:44])[CH:38]=2)[C@H:26]1[OH:45]. (4) Given the reactants Cl[C:2]1[N:7]=[CH:6][C:5]([C:8]2[S:9][C:10]3[CH2:16][CH2:15][N:14]([CH:17]4[CH2:20][CH2:19][CH2:18]4)[CH2:13][CH2:12][C:11]=3[N:21]=2)=[CH:4][CH:3]=1.[NH:22]1[CH2:27][CH2:26][O:25][CH2:24][CH2:23]1, predict the reaction product. The product is: [CH:17]1([N:14]2[CH2:15][CH2:16][C:10]3[S:9][C:8]([C:5]4[CH:6]=[N:7][C:2]([N:22]5[CH2:27][CH2:26][O:25][CH2:24][CH2:23]5)=[CH:3][CH:4]=4)=[N:21][C:11]=3[CH2:12][CH2:13]2)[CH2:20][CH2:19][CH2:18]1. (5) Given the reactants [Cl:1][C:2]1[CH:8]=[CH:7][C:5]([NH2:6])=[C:4]([C@@:9]([OH:19])([C:14]#[C:15][CH:16]2[CH2:18][CH2:17]2)[C:10]([F:13])([F:12])[F:11])[CH:3]=1.[C:20](N1C=CN=C1)(N1C=CN=C1)=[O:21], predict the reaction product. The product is: [Cl:1][C:2]1[CH:8]=[CH:7][C:5]2[NH:6][C:20](=[O:21])[O:19][C@:9]([C:14]#[C:15][CH:16]3[CH2:18][CH2:17]3)([C:10]([F:12])([F:13])[F:11])[C:4]=2[CH:3]=1. (6) Given the reactants [Cl:1][C:2]1[N:7]=[C:6]([NH:8][CH2:9][CH3:10])[C:5]([CH2:11][NH:12][C:13]2[CH:14]=[C:15]([CH:22]=[C:23]([O:25][CH3:26])[CH:24]=2)[C:16]([NH:18][O:19][CH2:20][CH3:21])=[O:17])=[CH:4][N:3]=1.C(N(CC)C(C)C)(C)C.Cl[C:37](OC1C=CC=CC=1)=[O:38].C[Si]([N-][Si](C)(C)C)(C)C.[Na+], predict the reaction product. The product is: [Cl:1][C:2]1[N:7]=[C:6]2[N:8]([CH2:9][CH3:10])[C:37](=[O:38])[N:12]([C:13]3[CH:14]=[C:15]([CH:22]=[C:23]([O:25][CH3:26])[CH:24]=3)[C:16]([NH:18][O:19][CH2:20][CH3:21])=[O:17])[CH2:11][C:5]2=[CH:4][N:3]=1. (7) Given the reactants C(OC([N:8]1[C:12]2[N:13]=[CH:14][N:15]=[C:16]([N:17]3[CH2:24][C:21]4([CH2:23][CH2:22]4)[N:20]([S:25](=[O:37])(=[O:36])[NH:26][CH2:27][CH2:28][O:29]C4CCCCO4)[CH2:19][CH2:18]3)[C:11]=2[CH:10]=[CH:9]1)=O)(C)(C)C.C(O)(C(F)(F)F)=O, predict the reaction product. The product is: [OH:29][CH2:28][CH2:27][NH:26][S:25]([N:20]1[CH2:19][CH2:18][N:17]([C:16]2[C:11]3[CH:10]=[CH:9][NH:8][C:12]=3[N:13]=[CH:14][N:15]=2)[CH2:24][C:21]21[CH2:23][CH2:22]2)(=[O:37])=[O:36].